Dataset: Forward reaction prediction with 1.9M reactions from USPTO patents (1976-2016). Task: Predict the product of the given reaction. (1) Given the reactants C([O-])([O-])=O.[K+].[K+].[CH2:7]([O:9][C:10]([C:12]1[O:20][C:19]2[CH:18]=[CH:17][N:16]=[CH:15][C:14]=2[C:13]=1[OH:21])=[O:11])[CH3:8].[CH:22]1[CH:27]=[CH:26][C:25]([CH2:28]Br)=[CH:24][CH:23]=1.O, predict the reaction product. The product is: [CH2:7]([O:9][C:10]([C:12]1[O:20][C:19]2[CH:18]=[CH:17][N:16]=[CH:15][C:14]=2[C:13]=1[O:21][CH2:28][C:25]1[CH:26]=[CH:27][CH:22]=[CH:23][CH:24]=1)=[O:11])[CH3:8]. (2) Given the reactants [C:1]([O:5][C:6](=[O:21])[NH:7][C@@H:8]1[C@@H:12]([NH2:13])[CH2:11][N:10]([CH2:14][C:15]2[CH:20]=[CH:19][CH:18]=[CH:17][CH:16]=2)[CH2:9]1)([CH3:4])([CH3:3])[CH3:2].C[O:23][C:24](=O)[CH2:25][CH:26]([CH3:30])[CH2:27][CH:28]=O.C(O[BH-](OC(=O)C)OC(=O)C)(=O)C.[Na+], predict the reaction product. The product is: [C:1]([O:5][C:6](=[O:21])[NH:7][C@@H:8]1[C@@H:12]([N:13]2[CH2:28][CH2:27][CH:26]([CH3:30])[CH2:25][C:24]2=[O:23])[CH2:11][N:10]([CH2:14][C:15]2[CH:16]=[CH:17][CH:18]=[CH:19][CH:20]=2)[CH2:9]1)([CH3:4])([CH3:2])[CH3:3]. (3) Given the reactants C(=O)=O.CC(C)=O.[Cl:8][C:9]1[CH:29]=[CH:28][C:12]2[N:13]([CH3:27])[C:14](=[O:26])[CH2:15][N:16]=[C:17]([C:18]3[CH:23]=[CH:22][C:21]([O:24][CH3:25])=[CH:20][CH:19]=3)[C:11]=2[CH:10]=1.CC([O-])(C)C.[K+].[CH3:36][C:37]1[CH:44]=[CH:43][CH:42]=[CH:41][C:38]=1[CH2:39]Br, predict the reaction product. The product is: [Cl:8][C:9]1[CH:29]=[CH:28][C:12]2[N:13]([CH3:27])[C:14](=[O:26])[CH:15]([CH2:36][C:37]3[CH:44]=[CH:43][CH:42]=[CH:41][C:38]=3[CH3:39])[N:16]=[C:17]([C:18]3[CH:19]=[CH:20][C:21]([O:24][CH3:25])=[CH:22][CH:23]=3)[C:11]=2[CH:10]=1. (4) The product is: [CH2:1]([O:3][C:4]([C:6]1[NH:10][N:9]=[C:8]([CH3:11])[C:7]=1[Cl:19])=[O:5])[CH3:2]. Given the reactants [CH2:1]([O:3][C:4]([C:6]1[CH:7]=[C:8]([CH3:11])[NH:9][N:10]=1)=[O:5])[CH3:2].C1C(=O)N([Cl:19])C(=O)C1, predict the reaction product. (5) Given the reactants [NH2:1][N:2]1[CH2:7][CH2:6][CH2:5][CH2:4][CH2:3]1.C(N(CC)CC)C.[Cl:15][C:16]1[CH:21]=[CH:20][C:19]([CH:22]2[N:26]([C:27]3[CH:32]=[CH:31][C:30]([Cl:33])=[CH:29][C:28]=3[Cl:34])[N:25]=[C:24]([C:35](Cl)=[O:36])[CH2:23]2)=[CH:18][CH:17]=1, predict the reaction product. The product is: [N:2]1([NH:1][C:35]([C:24]2[CH2:23][CH:22]([C:19]3[CH:20]=[CH:21][C:16]([Cl:15])=[CH:17][CH:18]=3)[N:26]([C:27]3[CH:32]=[CH:31][C:30]([Cl:33])=[CH:29][C:28]=3[Cl:34])[N:25]=2)=[O:36])[CH2:7][CH2:6][CH2:5][CH2:4][CH2:3]1. (6) Given the reactants [F:1][C:2]1[CH:11]=[C:10]2[C:5]([CH2:6][CH2:7][NH:8][CH2:9]2)=[CH:4][C:3]=1[OH:12].CCN(CC)CC.[CH3:20][S:21](Cl)(=[O:23])=[O:22].[OH-].[Na+].Cl, predict the reaction product. The product is: [F:1][C:2]1[CH:11]=[C:10]2[C:5]([CH2:6][CH2:7][N:8]([S:21]([CH3:20])(=[O:23])=[O:22])[CH2:9]2)=[CH:4][C:3]=1[OH:12]. (7) Given the reactants [I:1][C:2]1[CH:6]=[C:5]([CH:7]([CH3:9])[CH3:8])[NH:4][N:3]=1.I[CH:11]1[CH2:14][N:13]([C:15]([O:17][C:18]([CH3:21])([CH3:20])[CH3:19])=[O:16])[CH2:12]1, predict the reaction product. The product is: [I:1][C:2]1[N:3]([CH:11]2[CH2:12][N:13]([C:15]([O:17][C:18]([CH3:21])([CH3:20])[CH3:19])=[O:16])[CH2:14]2)[N:4]=[C:5]([CH:7]([CH3:9])[CH3:8])[CH:6]=1.[I:1][C:2]1[CH:6]=[C:5]([CH:7]([CH3:9])[CH3:8])[N:4]([CH:11]2[CH2:12][N:13]([C:15]([O:17][C:18]([CH3:21])([CH3:20])[CH3:19])=[O:16])[CH2:14]2)[N:3]=1.